This data is from Catalyst prediction with 721,799 reactions and 888 catalyst types from USPTO. The task is: Predict which catalyst facilitates the given reaction. (1) Reactant: [Br:1][C:2]1[CH:3]=[CH:4][CH:5]=[C:6]2[C:11]=1[N:10]=[C:9](Cl)[CH:8]=[N:7]2.[CH3:13][N:14]1[CH2:19][CH2:18][N:17]([C:20]2[CH:25]=[CH:24][C:23](B3OC(C)(C)C(C)(C)O3)=[CH:22][CH:21]=2)[CH2:16][CH2:15]1.[O-]P([O-])([O-])=O.[K+].[K+].[K+]. The catalyst class is: 235. Product: [Br:1][C:2]1[CH:3]=[CH:4][CH:5]=[C:6]2[C:11]=1[N:10]=[C:9]([C:23]1[CH:22]=[CH:21][C:20]([N:17]3[CH2:18][CH2:19][N:14]([CH3:13])[CH2:15][CH2:16]3)=[CH:25][CH:24]=1)[CH:8]=[N:7]2. (2) Reactant: [Br:1][C:2]1[CH:11]=[C:10]2[C:5]([CH2:6][CH2:7][CH2:8][CH:9]2O)=[C:4]([F:13])[CH:3]=1.[NH:14]1[CH:18]=[C:17]([C:19]([O:21][CH:22]([CH3:24])[CH3:23])=[O:20])[N:16]=[CH:15]1.C1(P(C2C=CC=CC=2)C2C=CC=CC=2)C=CC=CC=1.N(C(OC)=O)=NC([O-])=O. The catalyst class is: 1. Product: [CH:22]([O:21][C:19]([C:17]1[N:16]([CH:9]2[C:10]3[C:5](=[C:4]([F:13])[CH:3]=[C:2]([Br:1])[CH:11]=3)[CH2:6][CH2:7][CH2:8]2)[CH:15]=[N:14][CH:18]=1)=[O:20])([CH3:24])[CH3:23]. (3) Reactant: [NH2:1][C@H:2]([CH2:6][OH:7])[CH:3]([CH3:5])[CH3:4].[C:8](=O)([O-])[O-:9].[K+].[K+].C(=O)(OC)OC. Product: [CH:3]([C@H:2]1[CH2:6][O:7][C:8](=[O:9])[NH:1]1)([CH3:5])[CH3:4]. The catalyst class is: 175.